The task is: Predict the reactants needed to synthesize the given product.. This data is from Full USPTO retrosynthesis dataset with 1.9M reactions from patents (1976-2016). The reactants are: [CH:1]1([O:7][C:8]2[CH:15]=[CH:14][C:11]([CH:12]=O)=[CH:10][CH:9]=2)[CH2:6][CH2:5][CH2:4][CH2:3][CH2:2]1.[N+:16]([CH3:19])([O-:18])=[O:17].C([O-])(=O)C.[NH4+]. Given the product [CH:1]1([O:7][C:8]2[CH:15]=[CH:14][C:11](/[CH:12]=[CH:19]/[N+:16]([O-:18])=[O:17])=[CH:10][CH:9]=2)[CH2:6][CH2:5][CH2:4][CH2:3][CH2:2]1, predict the reactants needed to synthesize it.